From a dataset of Full USPTO retrosynthesis dataset with 1.9M reactions from patents (1976-2016). Predict the reactants needed to synthesize the given product. (1) Given the product [CH3:1][C:2]1[CH:7]=[CH:6][C:5]([NH:8][C:9]2[N:10]=[CH:11][CH:12]=[CH:13][N:14]=2)=[CH:4][C:3]=1[O:15][CH2:23][CH:24]=[C:25]([CH3:27])[CH3:26], predict the reactants needed to synthesize it. The reactants are: [CH3:1][C:2]1[CH:7]=[CH:6][C:5]([NH:8][C:9]2[N:14]=[CH:13][CH:12]=[CH:11][N:10]=2)=[CH:4][C:3]=1[OH:15].C([O-])([O-])=O.[Cs+].[Cs+].Br[CH2:23][CH:24]=[C:25]([CH3:27])[CH3:26]. (2) Given the product [NH2:21][C:18]([CH3:20])([CH3:19])[CH2:17][O:16][C:15]1[CH:29]=[CH:30][C:12]([NH:11][C:6](=[O:7])[C:5]2[CH:9]=[CH:10][C:2]([F:1])=[CH:3][CH:4]=2)=[CH:13][C:14]=1[C:31]1[N:32]([CH3:37])[N:33]=[CH:34][C:35]=1[Br:36], predict the reactants needed to synthesize it. The reactants are: [F:1][C:2]1[CH:10]=[CH:9][C:5]([C:6](Cl)=[O:7])=[CH:4][CH:3]=1.[NH2:11][C:12]1[CH:30]=[CH:29][C:15]([O:16][CH2:17][C:18]([NH:21]C(=O)OC(C)(C)C)([CH3:20])[CH3:19])=[C:14]([C:31]2[N:32]([CH3:37])[N:33]=[CH:34][C:35]=2[Br:36])[CH:13]=1.C(N(CC)C(C)C)(C)C.C(O)(C(F)(F)F)=O. (3) Given the product [CH3:1][O:2][C:3](=[O:13])[CH2:4][CH2:5][C:6]1[CH:11]=[CH:10][C:9]([OH:12])=[C:8]([Br:14])[CH:7]=1, predict the reactants needed to synthesize it. The reactants are: [CH3:1][O:2][C:3](=[O:13])[CH2:4][CH2:5][C:6]1[CH:11]=[CH:10][C:9]([OH:12])=[CH:8][CH:7]=1.[Br:14]Br.